Dataset: Full USPTO retrosynthesis dataset with 1.9M reactions from patents (1976-2016). Task: Predict the reactants needed to synthesize the given product. (1) Given the product [Cl:1][C:2]1[N:7]=[C:6]([CH3:8])[N:5]=[C:4]([N:9]([CH2:22][C:23]2[CH:28]=[CH:27][C:26]([O:29][CH3:30])=[CH:25][CH:24]=2)[CH2:10][C:11]2[CH:16]=[CH:15][C:14]([O:17][CH3:18])=[CH:13][CH:12]=2)[N:3]=1, predict the reactants needed to synthesize it. The reactants are: [Cl:1][C:2]1[N:7]=[C:6]([CH3:8])[N:5]=[C:4]([NH:9][CH2:10][C:11]2[CH:16]=[CH:15][C:14]([O:17][CH3:18])=[CH:13][CH:12]=2)[N:3]=1.[H-].[Na+].Cl[CH2:22][C:23]1[CH:28]=[CH:27][C:26]([O:29][CH3:30])=[CH:25][CH:24]=1.O. (2) Given the product [F:33][C:34]1[CH:39]=[CH:38][C:37]([C:40]2[N:43]=[C:13]([CH:12]([N:8]3[C:9]4[C:5](=[C:4]([C:17]([F:20])([F:19])[F:18])[C:3]([C:1]#[N:2])=[CH:11][CH:10]=4)[CH:6]=[CH:7]3)[CH3:16])[O:15][N:41]=2)=[CH:36][CH:35]=1, predict the reactants needed to synthesize it. The reactants are: [C:1]([C:3]1[C:4]([C:17]([F:20])([F:19])[F:18])=[C:5]2[C:9](=[CH:10][CH:11]=1)[N:8]([CH:12]([CH3:16])[C:13]([OH:15])=O)[CH:7]=[CH:6]2)#[N:2].C1N=CN(C(N2C=NC=C2)=O)C=1.[F:33][C:34]1[CH:39]=[CH:38][C:37]([C:40](=[NH:43])[NH:41]O)=[CH:36][CH:35]=1.